This data is from Full USPTO retrosynthesis dataset with 1.9M reactions from patents (1976-2016). The task is: Predict the reactants needed to synthesize the given product. (1) Given the product [CH3:2][C:1]1[C:4]([CH2:5][C:6]([O:8][CH2:9][CH3:10])=[O:7])=[C:11]([CH3:12])[NH:16][N:15]=1, predict the reactants needed to synthesize it. The reactants are: [C:1]([CH:4]([C:11](=O)[CH3:12])[CH2:5][C:6]([O:8][CH2:9][CH3:10])=[O:7])(=O)[CH3:2].O.[NH2:15][NH2:16]. (2) Given the product [CH3:19][C:20]1[C:28]2[C:23](=[C:24]([CH3:32])[CH:25]=[C:26]([C:29]([N:15]3[CH2:16][CH2:17][C:11]4([NH:10][C:9](=[O:18])[C:8]5[N:4]([CH:1]([CH3:3])[CH3:2])[N:5]=[CH:6][C:7]=5[CH2:12]4)[CH2:13][CH2:14]3)=[O:30])[CH:27]=2)[NH:22][N:21]=1, predict the reactants needed to synthesize it. The reactants are: [CH:1]([N:4]1[C:8]2[C:9](=[O:18])[NH:10][C:11]3([CH2:17][CH2:16][NH:15][CH2:14][CH2:13]3)[CH2:12][C:7]=2[CH:6]=[N:5]1)([CH3:3])[CH3:2].[CH3:19][C:20]1[C:28]2[C:23](=[C:24]([CH3:32])[CH:25]=[C:26]([C:29](O)=[O:30])[CH:27]=2)[NH:22][N:21]=1.C(N(CC)CC)C.CCCP1(OP(CCC)(=O)OP(CCC)(=O)O1)=O. (3) Given the product [C:43]([O:47][C@H:48]([CH3:58])[C@H:49]([N:56]([CH3:57])[C:6](=[O:8])[C:5]1[CH:9]=[CH:10][C:2]([F:1])=[C:3]([CH3:11])[CH:4]=1)[CH2:50][N:51]1[CH2:55][CH2:54][CH2:53][CH2:52]1)([CH3:46])([CH3:45])[CH3:44], predict the reactants needed to synthesize it. The reactants are: [F:1][C:2]1[CH:10]=[CH:9][C:5]([C:6]([OH:8])=O)=[CH:4][C:3]=1[CH3:11].CN(C(ON1N=NC2C=CC=CC1=2)=[N+](C)C)C.[B-](F)(F)(F)F.CCN(C(C)C)C(C)C.[C:43]([O:47][C@H:48]([CH3:58])[C@H:49]([NH:56][CH3:57])[CH2:50][N:51]1[CH2:55][CH2:54][CH2:53][CH2:52]1)([CH3:46])([CH3:45])[CH3:44]. (4) Given the product [CH3:1][C:2]1[CH:3]=[N:4][C:5]([CH2:8][OH:9])=[N:6][CH:7]=1, predict the reactants needed to synthesize it. The reactants are: [CH3:1][C:2]1[CH:3]=[N:4][C:5]([C:8]([O-])=[O:9])=[N:6][CH:7]=1.[BH4-].[Na+]. (5) Given the product [Br:1][C:15]1[C:16]2[O:21][CH2:20][C:19]([C:25]3[CH:30]=[CH:29][CH:28]=[CH:27][N:26]=3)([C:22]([NH2:24])=[O:23])[N:18]3[C:10](=[O:9])[NH:11][C:12]([C:17]=23)=[CH:13][CH:14]=1, predict the reactants needed to synthesize it. The reactants are: [Br:1]N1C(=O)CCC1=O.[O:9]=[C:10]1[N:18]2[C:19]([C:25]3[CH:30]=[CH:29][CH:28]=[CH:27][N:26]=3)([C:22]([NH2:24])=[O:23])[CH2:20][O:21][C:16]3=[C:17]2[C:12](=[CH:13][CH:14]=[CH:15]3)[NH:11]1.C(#N)C. (6) Given the product [CH2:1]([O:8][CH2:9][C:10](=[O:25])[CH2:11][NH:12][C:13]([C:15]1[CH:16]=[CH:17][C:18]([C:19]([O:21][CH3:22])=[O:20])=[CH:23][CH:24]=1)=[O:14])[C:2]1[CH:3]=[CH:4][CH:5]=[CH:6][CH:7]=1, predict the reactants needed to synthesize it. The reactants are: [CH2:1]([O:8][CH2:9][CH:10]([OH:25])[CH2:11][NH:12][C:13]([C:15]1[CH:24]=[CH:23][C:18]([C:19]([O:21][CH3:22])=[O:20])=[CH:17][CH:16]=1)=[O:14])[C:2]1[CH:7]=[CH:6][CH:5]=[CH:4][CH:3]=1.CC(OI1(OC(C)=O)(OC(C)=O)OC(=O)C2C=CC=CC1=2)=O. (7) Given the product [CH3:1][C:2]1[CH:10]=[CH:9][CH:8]=[C:7]([N+:11]([O-:13])=[O:12])[C:3]=1[C:4]([O:6][CH3:14])=[O:5], predict the reactants needed to synthesize it. The reactants are: [CH3:1][C:2]1[CH:10]=[CH:9][CH:8]=[C:7]([N+:11]([O-:13])=[O:12])[C:3]=1[C:4]([OH:6])=[O:5].[C:14](OC)(OC)(OC)C.